This data is from NCI-60 drug combinations with 297,098 pairs across 59 cell lines. The task is: Regression. Given two drug SMILES strings and cell line genomic features, predict the synergy score measuring deviation from expected non-interaction effect. (1) Drug 1: C1C(C(OC1N2C=NC(=NC2=O)N)CO)O. Drug 2: N.N.Cl[Pt+2]Cl. Cell line: OVCAR-5. Synergy scores: CSS=59.3, Synergy_ZIP=-0.987, Synergy_Bliss=0.872, Synergy_Loewe=6.21, Synergy_HSA=6.63. (2) Drug 1: CS(=O)(=O)CCNCC1=CC=C(O1)C2=CC3=C(C=C2)N=CN=C3NC4=CC(=C(C=C4)OCC5=CC(=CC=C5)F)Cl. Drug 2: CN1C2=C(C=C(C=C2)N(CCCl)CCCl)N=C1CCCC(=O)O.Cl. Cell line: T-47D. Synergy scores: CSS=-4.98, Synergy_ZIP=3.99, Synergy_Bliss=2.84, Synergy_Loewe=-3.44, Synergy_HSA=-3.47. (3) Drug 2: CC(CN1CC(=O)NC(=O)C1)N2CC(=O)NC(=O)C2. Synergy scores: CSS=37.3, Synergy_ZIP=-3.34, Synergy_Bliss=1.51, Synergy_Loewe=3.04, Synergy_HSA=2.94. Drug 1: CC12CCC3C(C1CCC2=O)CC(=C)C4=CC(=O)C=CC34C. Cell line: TK-10. (4) Drug 1: CN1C2=C(C=C(C=C2)N(CCCl)CCCl)N=C1CCCC(=O)O.Cl. Drug 2: CC1CCC2CC(C(=CC=CC=CC(CC(C(=O)C(C(C(=CC(C(=O)CC(OC(=O)C3CCCCN3C(=O)C(=O)C1(O2)O)C(C)CC4CCC(C(C4)OC)O)C)C)O)OC)C)C)C)OC. Cell line: SNB-75. Synergy scores: CSS=3.58, Synergy_ZIP=-1.76, Synergy_Bliss=-0.896, Synergy_Loewe=-3.17, Synergy_HSA=-0.745. (5) Drug 1: CC1=C(N=C(N=C1N)C(CC(=O)N)NCC(C(=O)N)N)C(=O)NC(C(C2=CN=CN2)OC3C(C(C(C(O3)CO)O)O)OC4C(C(C(C(O4)CO)O)OC(=O)N)O)C(=O)NC(C)C(C(C)C(=O)NC(C(C)O)C(=O)NCCC5=NC(=CS5)C6=NC(=CS6)C(=O)NCCC[S+](C)C)O. Drug 2: COC1=C2C(=CC3=C1OC=C3)C=CC(=O)O2. Cell line: KM12. Synergy scores: CSS=35.0, Synergy_ZIP=2.39, Synergy_Bliss=2.49, Synergy_Loewe=-14.4, Synergy_HSA=1.84. (6) Drug 1: C1CCN(CC1)CCOC2=CC=C(C=C2)C(=O)C3=C(SC4=C3C=CC(=C4)O)C5=CC=C(C=C5)O. Drug 2: CCN(CC)CCNC(=O)C1=C(NC(=C1C)C=C2C3=C(C=CC(=C3)F)NC2=O)C. Cell line: IGROV1. Synergy scores: CSS=-0.906, Synergy_ZIP=-0.0735, Synergy_Bliss=-1.16, Synergy_Loewe=-3.89, Synergy_HSA=-2.62.